Dataset: Reaction yield outcomes from USPTO patents with 853,638 reactions. Task: Predict the reaction yield, written as a fraction of the theoretical maximum amount of product (1.0 means a 100% yield; for example, 0.34 means a 34% yield). (1) The reactants are Br[C:2]1[CH:28]=[CH:27][CH:26]=[CH:25][C:3]=1[CH2:4][N:5]1[C:9]([CH3:11])([CH3:10])[C:8](=[O:12])[N:7]([C:13]2[CH:18]=[CH:17][C:16]([F:19])=[C:15]([C:20]([F:23])([F:22])[F:21])[CH:14]=2)[C:6]1=[O:24].[NH2:29][C:30]1[CH:35]=[CH:34][CH:33]=[CH:32][CH:31]=1. No catalyst specified. The product is [F:19][C:16]1[CH:17]=[CH:18][C:13]([N:7]2[C:8](=[O:12])[C:9]([CH3:11])([CH3:10])[N:5]([CH2:4][C:3]3[CH:25]=[CH:26][CH:27]=[CH:28][C:2]=3[NH:29][C:30]3[CH:35]=[CH:34][CH:33]=[CH:32][CH:31]=3)[C:6]2=[O:24])=[CH:14][C:15]=1[C:20]([F:23])([F:22])[F:21]. The yield is 0.810. (2) The reactants are [CH:1]1([CH:7]([C:9]2[C:10]([CH3:24])=[N:11][N:12]([C:14]3[CH:19]=[CH:18][C:17]([C:20]([F:23])([F:22])[F:21])=[CH:16][N:15]=3)[CH:13]=2)O)[CH2:6][CH2:5][CH2:4][CH2:3][CH2:2]1.S(Cl)(Cl)=O.[C:29](=[O:32])([O-])[OH:30].[Na+].[OH-].[Na+].[O:36]1[CH2:40][CH2:39][CH2:38][CH2:37]1. The catalyst is C(O)C.O. The product is [CH:1]1([CH:7]([NH:11][C:10]2[CH:9]=[CH:7][C:39]([C:40]([NH:12][CH2:14][CH2:19][C:29]([OH:30])=[O:32])=[O:36])=[CH:38][CH:37]=2)[C:9]2[C:10]([CH3:24])=[N:11][N:12]([C:14]3[CH:19]=[CH:18][C:17]([C:20]([F:23])([F:22])[F:21])=[CH:16][N:15]=3)[CH:13]=2)[CH2:6][CH2:5][CH2:4][CH2:3][CH2:2]1. The yield is 0.700. (3) The reactants are BrC1C=[C:4]2[C:9](=[CH:10]C=1)[N:8]([C:12]1[C:16]3[CH2:17][N:18]([C:21](=[O:23])[CH3:22])[CH2:19][CH2:20][C:15]=3[N:14]([C@H]3CCOC3)[N:13]=1)[CH2:7][CH:6](O[Si](C(C)(C)C)(C)C)[CH2:5]2.ClCCl.[CH3:40][N:41]1[CH:45]=[C:44](B2OC(C)(C)C(C)(C)O2)[CH:43]=[N:42]1.C([O-])([O-])=O.[Na+].[Na+]. The catalyst is O1CCOCC1.O.C1C=CC(P(C2C=CC=CC=2)[C-]2C=CC=C2)=CC=1.C1C=CC(P(C2C=CC=CC=2)[C-]2C=CC=C2)=CC=1.Cl[Pd]Cl.[Fe+2]. The product is [CH3:40][N:41]1[CH:45]=[C:44]([C:9]2[CH:10]=[C:7]([NH:8][C:12]3[C:16]4[CH2:17][N:18]([C:21](=[O:23])[CH3:22])[CH2:19][CH2:20][C:15]=4[NH:14][N:13]=3)[CH:6]=[CH:5][CH:4]=2)[CH:43]=[N:42]1. The yield is 0.820. (4) The reactants are OC(C(F)(F)F)=O.[NH2:8][C@@H:9]([CH3:38])[C:10]([NH:12][C@@H:13]([CH2:31][C:32]1[CH:37]=[CH:36][CH:35]=[CH:34][N:33]=1)[C:14]([NH:16][C@@H:17]([CH2:24][C:25]1[CH:30]=[CH:29][CH:28]=[CH:27][CH:26]=1)[C:18]([C@:20]1([CH3:23])[CH2:22][O:21]1)=[O:19])=[O:15])=[O:11].[O:39]1[CH2:44][CH2:43][N:42]([CH2:45][C:46](O)=[O:47])[CH2:41][CH2:40]1.C1C=CC2N(O)N=NC=2C=1.CN(C(ON1N=NC2C=CC=CC1=2)=[N+](C)C)C.F[P-](F)(F)(F)(F)F.CCN(C(C)C)C(C)C. The catalyst is CN(C=O)C. The product is [CH3:23][C@:20]1([C:18](=[O:19])[C@@H:17]([NH:16][C:14](=[O:15])[C@@H:13]([NH:12][C:10](=[O:11])[C@@H:9]([NH:8][C:46](=[O:47])[CH2:45][N:42]2[CH2:43][CH2:44][O:39][CH2:40][CH2:41]2)[CH3:38])[CH2:31][C:32]2[CH:37]=[CH:36][CH:35]=[CH:34][N:33]=2)[CH2:24][C:25]2[CH:30]=[CH:29][CH:28]=[CH:27][CH:26]=2)[CH2:22][O:21]1. The yield is 0.370. (5) The reactants are [F:1][C:2]([F:9])([F:8])[C:3]([O:5]CC)=O.C(N(CC)CC)C.[Cl:17][C:18]1[CH:37]=[CH:36][C:21]2[O:22][C:23]3[CH:35]=[CH:34][CH:33]=[CH:32][C:24]=3[C@@H:25]3[C@H:30]([NH2:31])[CH2:29][CH2:28][CH2:27][N:26]3[C:20]=2[CH:19]=1. The catalyst is CO. The product is [Cl:17][C:18]1[CH:37]=[CH:36][C:21]2[O:22][C:23]3[CH:35]=[CH:34][CH:33]=[CH:32][C:24]=3[C@@H:25]3[C@H:30]([NH:31][C:3](=[O:5])[C:2]([F:1])([F:8])[F:9])[CH2:29][CH2:28][CH2:27][N:26]3[C:20]=2[CH:19]=1. The yield is 0.860. (6) The reactants are [H-].[Al+3].[Li+].[H-].[H-].[H-].[C:7]([CH:9]1[S:13][C:12]([C:14]2[NH:15][C:16]3[C:21]([CH:22]=2)=[CH:20][CH:19]=[CH:18][C:17]=3[N:23]([CH3:32])[S:24]([C:27]2[S:28][CH:29]=[CH:30][CH:31]=2)(=[O:26])=[O:25])=[N:11][CH2:10]1)#[N:8].[OH-].[Na+]. The catalyst is O1CCCC1. The product is [NH2:8][CH2:7][CH:9]1[S:13][C:12]([C:14]2[NH:15][C:16]3[C:21]([CH:22]=2)=[CH:20][CH:19]=[CH:18][C:17]=3[N:23]([CH3:32])[S:24]([C:27]2[S:28][CH:29]=[CH:30][CH:31]=2)(=[O:26])=[O:25])=[N:11][CH2:10]1. The yield is 0.360. (7) The reactants are [C:1]([C@H:9]1[CH2:14][CH2:13][C@H:12]([C:15]([NH:17][CH2:18][CH2:19][NH:20][C:21]([C:23]2[C:24]([C:34]([F:37])([F:36])[F:35])=[N:25][N:26]([C:28]3[CH:33]=[CH:32][CH:31]=[CH:30][CH:29]=3)[CH:27]=2)=[O:22])=[O:16])[CH2:11][CH2:10]1)(=[O:8])[C:2]1[CH:7]=[CH:6][CH:5]=[CH:4][CH:3]=1.[BH4-].[Na+].O. The catalyst is CO. The product is [OH:8][CH:1]([C:2]1[CH:7]=[CH:6][CH:5]=[CH:4][CH:3]=1)[C@H:9]1[CH2:14][CH2:13][C@H:12]([C:15]([NH:17][CH2:18][CH2:19][NH:20][C:21]([C:23]2[C:24]([C:34]([F:37])([F:36])[F:35])=[N:25][N:26]([C:28]3[CH:33]=[CH:32][CH:31]=[CH:30][CH:29]=3)[CH:27]=2)=[O:22])=[O:16])[CH2:11][CH2:10]1. The yield is 0.720. (8) The reactants are [C:1]([O:5][C:6](=[O:18])[N:7]([CH2:9][CH2:10][CH2:11][CH:12]1[CH2:17][CH2:16][CH:15]=[CH:14][CH2:13]1)[CH3:8])([CH3:4])([CH3:3])[CH3:2].ClC1C=CC=C(C(OO)=[O:27])C=1. No catalyst specified. The product is [C:1]([O:5][C:6](=[O:18])[N:7]([CH3:8])[CH2:9][CH2:10][CH2:11][CH:12]1[CH2:17][CH2:16][CH:15]2[CH:14]([O:27]2)[CH2:13]1)([CH3:4])([CH3:2])[CH3:3]. The yield is 0.960.